From a dataset of Reaction yield outcomes from USPTO patents with 853,638 reactions. Predict the reaction yield, written as a fraction of the theoretical maximum amount of product (1.0 means a 100% yield; for example, 0.34 means a 34% yield). (1) The reactants are [N+:1]([C:4]1[CH:9]=[CH:8][C:7]([C:10]2[N:15]=[C:14]([N:16]3[CH2:21][CH2:20][S:19][CH2:18][CH2:17]3)[N:13]=[C:12]([N:22]3[CH:27]4[CH2:28][CH2:29][CH:23]3[CH2:24][O:25][CH2:26]4)[N:11]=2)=[CH:6][CH:5]=1)([O-])=O.O.O.[Sn](Cl)Cl. The catalyst is N1C=CC=CC=1.CN(C=O)C. The product is [CH:23]12[N:22]([C:12]3[N:13]=[C:14]([N:16]4[CH2:17][CH2:18][S:19][CH2:20][CH2:21]4)[N:15]=[C:10]([C:7]4[CH:8]=[CH:9][C:4]([NH2:1])=[CH:5][CH:6]=4)[N:11]=3)[CH:27]([CH2:28][CH2:29]1)[CH2:26][O:25][CH2:24]2. The yield is 0.500. (2) The reactants are [NH2:1][C:2]1[CH:11]=[CH:10][CH:9]=[C:8]2[C:3]=1[C:4](=[O:21])[N:5]([CH:13]1[CH2:18][CH2:17][C:16](=[O:19])[NH:15][C:14]1=[O:20])[C:6]([CH3:12])=[N:7]2.Cl[C:23]([O:25][CH2:26][CH3:27])=[O:24]. The catalyst is O1CCCC1. The product is [CH2:26]([O:25][C:23](=[O:24])[NH:1][C:2]1[CH:11]=[CH:10][CH:9]=[C:8]2[C:3]=1[C:4](=[O:21])[N:5]([CH:13]1[CH2:18][CH2:17][C:16](=[O:19])[NH:15][C:14]1=[O:20])[C:6]([CH3:12])=[N:7]2)[CH3:27]. The yield is 0.270.